From a dataset of Full USPTO retrosynthesis dataset with 1.9M reactions from patents (1976-2016). Predict the reactants needed to synthesize the given product. (1) Given the product [Cl:1][C:2]1[CH:3]=[CH:4][C:5]2[N:6]([C:8]([C:38]3[CH:43]=[CH:42][N:41]=[C:40]([NH:44][C:45](=[O:51])[O:46][C:47]([CH3:49])([CH3:48])[CH3:50])[CH:39]=3)=[C:9]([C:11]3[CH:16]=[CH:15][C:14]([Cl:17])=[CH:13][CH:12]=3)[N:10]=2)[N:7]=1, predict the reactants needed to synthesize it. The reactants are: [Cl:1][C:2]1[CH:3]=[CH:4][C:5]2[N:6]([C:8](I)=[C:9]([C:11]3[CH:16]=[CH:15][C:14]([Cl:17])=[CH:13][CH:12]=3)[N:10]=2)[N:7]=1.O1CCCC1.C(=O)([O-])[O-].[Cs+].[Cs+].CC1(C)C(C)(C)OB([C:38]2[CH:43]=[CH:42][N:41]=[C:40]([NH:44][C:45](=[O:51])[O:46][C:47]([CH3:50])([CH3:49])[CH3:48])[CH:39]=2)O1. (2) Given the product [OH:1][C:2]1[C:9]([OH:10])=[CH:8][C:5]([C:6]#[N:7])=[C:4]([C:12]2[O:13][C:14]([CH3:17])=[CH:15][CH:16]=2)[C:3]=1[C:18]#[N:19], predict the reactants needed to synthesize it. The reactants are: [OH:1][C:2]1[C:9]([O:10]C)=[CH:8][C:5]([C:6]#[N:7])=[C:4]([C:12]2[O:13][C:14]([CH3:17])=[CH:15][CH:16]=2)[C:3]=1[C:18]#[N:19].CC1OC(B(O)O)=CC=1. (3) Given the product [F:40][C:41]1[CH:46]=[C:45]([C:17]2[CH:18]=[CH:19][C:20]3[C:25](=[CH:24][CH:23]=[C:22]([O:26][CH3:27])[CH:21]=3)[C:16]=2[O:15][C:14]2[CH:13]=[CH:12][C:11]([O:10][CH2:9][CH2:8][N:1]3[CH2:7][CH2:6][CH2:5][CH2:4][CH2:3][CH2:2]3)=[CH:37][CH:36]=2)[CH:44]=[C:43]([F:47])[CH:42]=1, predict the reactants needed to synthesize it. The reactants are: [N:1]1([CH2:8][CH2:9][O:10][C:11]2[CH:37]=[CH:36][C:14]([O:15][C:16]3[C:25]4[C:20](=[CH:21][C:22]([O:26][CH3:27])=[CH:23][CH:24]=4)[CH:19]=[CH:18][C:17]=3OS(C(F)(F)F)(=O)=O)=[CH:13][CH:12]=2)[CH2:7][CH2:6][CH2:5][CH2:4][CH2:3][CH2:2]1.[F-].[Cs+].[F:40][C:41]1(B(O)O)[CH:46]=[CH:45][CH:44]=[C:43]([F:47])[CH2:42]1.C1(P(C2CCCCC2)C2CCCCC2)CCCCC1. (4) Given the product [ClH:45].[C:29]([C:27]1[N:26]([C:31]2[CH:32]=[CH:33][CH:34]=[CH:35][CH:36]=2)[N:25]=[C:24]([CH2:23][O:22][C:18]2[CH:17]=[C:16]3[C:21](=[CH:20][CH:19]=2)[N:13]([C:11](=[O:12])[CH2:10][NH:9][CH2:8][CH2:7][C:6]([OH:44])=[O:5])[CH2:14][CH2:15]3)[CH:28]=1)#[N:30], predict the reactants needed to synthesize it. The reactants are: C([O:5][C:6](=[O:44])[CH2:7][CH2:8][N:9](C(OC(C)(C)C)=O)[CH2:10][C:11]([N:13]1[C:21]2[C:16](=[CH:17][C:18]([O:22][CH2:23][C:24]3[CH:28]=[C:27]([C:29]#[N:30])[N:26]([C:31]4[CH:36]=[CH:35][CH:34]=[CH:33][CH:32]=4)[N:25]=3)=[CH:19][CH:20]=2)[CH2:15][CH2:14]1)=[O:12])(C)(C)C.[ClH:45].O1CCOCC1. (5) Given the product [CH3:32][C:31]([CH3:34])([CH3:33])[CH:30]([C:12]1[CH:13]=[C:14]([CH:15]=[CH:16][C:11]=1[C:9]1[N:6]=[C:2]2[N:3]([CH:8]=1)[CH:4]=[CH:5][S:1]2)[O:17][CH2:18][C:19]1[CH:28]=[CH:27][C:26]2[C:21](=[CH:22][CH:23]=[C:24]([F:29])[CH:25]=2)[N:20]=1)[C:35]1[CH:40]=[CH:39][CH:38]=[CH:37][CH:36]=1, predict the reactants needed to synthesize it. The reactants are: [S:1]1[CH:5]=[CH:4][N:3]=[C:2]1[NH2:6].Br[CH2:8][C:9]([C:11]1[CH:16]=[CH:15][C:14]([O:17][CH2:18][C:19]2[CH:28]=[CH:27][C:26]3[C:21](=[CH:22][CH:23]=[C:24]([F:29])[CH:25]=3)[N:20]=2)=[CH:13][C:12]=1[CH:30]([C:35]1[CH:40]=[CH:39][CH:38]=[CH:37][CH:36]=1)[C:31]([CH3:34])([CH3:33])[CH3:32])=O. (6) The reactants are: [NH2:1][C:2]1[CH:14]=[CH:13][C:5]2[S:6][C:7]3[CH:12]=[CH:11][CH:10]=[CH:9][C:8]=3[C:4]=2[CH:3]=1.[N:15]1([CH2:20][C:21](O)=[O:22])[CH:19]=[N:18][CH:17]=[N:16]1.O.ON1C2C=CC=CC=2N=N1.CCN=C=NCCCN(C)C. Given the product [N:15]1([CH2:20][C:21]([NH:1][C:2]2[CH:14]=[CH:13][C:5]3[S:6][C:7]4[CH:12]=[CH:11][CH:10]=[CH:9][C:8]=4[C:4]=3[CH:3]=2)=[O:22])[CH:19]=[N:18][CH:17]=[N:16]1, predict the reactants needed to synthesize it.